This data is from Catalyst prediction with 721,799 reactions and 888 catalyst types from USPTO. The task is: Predict which catalyst facilitates the given reaction. (1) Reactant: FC(F)(F)S(O[C:7]1[C:8]([C:18]([N:20]([O:22][CH3:23])[CH3:21])=[O:19])=[CH:9][C:10]([Cl:17])=[C:11]2[C:16]=1[N:15]=[CH:14][CH:13]=[CH:12]2)(=O)=O.[F:26][C:27]1[CH:28]=[C:29]([Zn]I)[CH:30]=[CH:31][CH:32]=1. Product: [Cl:17][C:10]1[CH:9]=[C:8]([C:18]([N:20]([O:22][CH3:23])[CH3:21])=[O:19])[C:7]([C:31]2[CH:30]=[CH:29][CH:28]=[C:27]([F:26])[CH:32]=2)=[C:16]2[C:11]=1[CH:12]=[CH:13][CH:14]=[N:15]2. The catalyst class is: 602. (2) Reactant: OC[N:3]1[C:7]2[N:8]=[CH:9][N:10]=[C:11]([N:12]3[CH2:17][CH2:16][O:15][CH2:14][CH2:13]3)[C:6]=2[C:5]([C:18]2[N:23]=[C:22]([C:24]#[N:25])[CH:21]=[CH:20][CH:19]=2)=[CH:4]1.C(=O)([O-])[O-].[K+].[K+]. Product: [N:12]1([C:11]2[C:6]3[C:5]([C:18]4[N:23]=[C:22]([C:24]#[N:25])[CH:21]=[CH:20][CH:19]=4)=[CH:4][NH:3][C:7]=3[N:8]=[CH:9][N:10]=2)[CH2:17][CH2:16][O:15][CH2:14][CH2:13]1. The catalyst class is: 10. (3) Reactant: Br[C:2]1[CH:3]=[C:4]([C:8]2([NH:13][C:14]([NH:16][C:17]3[CH:22]=[CH:21][C:20]([C:23]4[CH:28]=[CH:27][N:26]=[C:25]([CH3:29])[CH:24]=4)=[CH:19][CH:18]=3)=[O:15])[CH2:12][CH2:11][CH2:10][CH2:9]2)[CH:5]=[N:6][CH:7]=1. Product: [CH3:29][C:25]1[CH:24]=[C:23]([C:20]2[CH:19]=[CH:18][C:17]([NH:16][C:14]([NH:13][C:8]3([C:4]4[CH:5]=[N:6][CH:7]=[CH:2][CH:3]=4)[CH2:9][CH2:10][CH2:11][CH2:12]3)=[O:15])=[CH:22][CH:21]=2)[CH:28]=[CH:27][N:26]=1. The catalyst class is: 5. (4) Reactant: C([N:8]1[CH2:13][C@H:12]([C:14]([F:17])([F:16])[F:15])[O:11][C@H:10]([CH3:18])[CH2:9]1)C1C=CC=CC=1.[ClH:19]. Product: [ClH:19].[CH3:18][C@H:10]1[O:11][C@@H:12]([C:14]([F:16])([F:15])[F:17])[CH2:13][NH:8][CH2:9]1. The catalyst class is: 19.